From a dataset of Full USPTO retrosynthesis dataset with 1.9M reactions from patents (1976-2016). Predict the reactants needed to synthesize the given product. (1) Given the product [CH2:16]([N:13]([CH2:10][CH3:11])[C:24]([NH2:23])=[O:25])[CH3:17].[N+:13]([C:10]1[CH:11]=[CH:12][C:7]([CH2:6][S:5][C:2](=[NH:3])[NH2:4])=[CH:8][CH:9]=1)([O-:15])=[O:14], predict the reactants needed to synthesize it. The reactants are: Br.[C:2]([S:5][CH2:6][C:7]1[CH:12]=[CH:11][C:10]([N+:13]([O-:15])=[O:14])=[CH:9][CH:8]=1)(=[NH:4])[NH2:3].[C:16]([O-])(=O)[CH3:17].[NH4+].C([N:23]=[C:24]=[O:25])C.O. (2) Given the product [CH3:50][O:49][C:24]1[CH:25]=[C:26]([C:29]2[N:33]([CH2:34][CH:35]3[CH2:40][CH2:39][NH:38][CH2:37][CH2:36]3)[C:32]([CH3:48])=[N:31][CH:30]=2)[CH:27]=[CH:28][C:23]=1[NH:22][C:2]1[N:3]=[CH:4][C:5]2[C:10]([CH:11]=1)=[CH:9][C:8]([C:12]1[CH:13]=[N:14][N:15]([CH2:17][C:18]([CH3:21])([OH:20])[CH3:19])[CH:16]=1)=[CH:7][CH:6]=2, predict the reactants needed to synthesize it. The reactants are: Cl[C:2]1[N:3]=[CH:4][C:5]2[C:10]([CH:11]=1)=[CH:9][C:8]([C:12]1[CH:13]=[N:14][N:15]([CH2:17][C:18]([CH3:21])([OH:20])[CH3:19])[CH:16]=1)=[CH:7][CH:6]=2.[NH2:22][C:23]1[CH:28]=[CH:27][C:26]([C:29]2[N:33]([CH2:34][CH:35]3[CH2:40][CH2:39][N:38](C(OC(C)(C)C)=O)[CH2:37][CH2:36]3)[C:32]([CH3:48])=[N:31][CH:30]=2)=[CH:25][C:24]=1[O:49][CH3:50].CC1(C)C2C(=C(P(C3C=CC=CC=3)C3C=CC=CC=3)C=CC=2)OC2C(P(C3C=CC=CC=3)C3C=CC=CC=3)=CC=CC1=2.C([O-])([O-])=O.[Cs+].[Cs+]. (3) Given the product [C:1]([CH:3]1[CH2:8][CH2:7][N:6]([CH:17]2[CH2:18][CH2:19][CH2:20][N:14]([C:12]([O:11][CH2:9][CH3:10])=[O:13])[CH2:15][CH2:16]2)[CH2:5][CH2:4]1)#[N:2], predict the reactants needed to synthesize it. The reactants are: [C:1]([CH:3]1[CH2:8][CH2:7][NH:6][CH2:5][CH2:4]1)#[N:2].[CH2:9]([O:11][C:12]([N:14]1[CH2:20][CH2:19][CH2:18][C:17](=O)[CH2:16][CH2:15]1)=[O:13])[CH3:10].C([BH3-])#N.[Na+]. (4) Given the product [CH2:31]([N:23]([C:24]1[CH:29]=[CH:28][C:27]([Cl:30])=[CH:26][CH:25]=1)[CH2:22][C@@H:10]1[C@H:11]([C:13]2[CH:18]=[CH:17][CH:16]=[C:15]([CH:19]([CH3:21])[CH3:20])[CH:14]=2)[CH2:12][NH:8][CH2:9]1)[C:32]1[CH:33]=[CH:34][CH:35]=[CH:36][CH:37]=1, predict the reactants needed to synthesize it. The reactants are: C(OC([N:8]1[CH2:12][C@@H:11]([C:13]2[CH:18]=[CH:17][CH:16]=[C:15]([CH:19]([CH3:21])[CH3:20])[CH:14]=2)[C@H:10]([CH2:22][N:23]([CH2:31][C:32]2[CH:37]=[CH:36][CH:35]=[CH:34][CH:33]=2)[C:24]2[CH:29]=[CH:28][C:27]([Cl:30])=[CH:26][CH:25]=2)[CH2:9]1)=O)(C)(C)C. (5) Given the product [F:15][C:16]1[N:17]=[CH:18][C:19]([C:20]([C:3]2[CH2:4][CH2:5][C:6]3[N:7]=[C:8]([NH:11][C:12](=[O:14])[CH3:13])[S:9][C:10]=3[C:2]=2[OH:1])=[O:21])=[CH:23][CH:24]=1, predict the reactants needed to synthesize it. The reactants are: [O:1]=[C:2]1[C:10]2[S:9][C:8]([NH:11][C:12](=[O:14])[CH3:13])=[N:7][C:6]=2[CH2:5][CH2:4][CH2:3]1.[F:15][C:16]1[CH:24]=[CH:23][C:19]([C:20](Cl)=[O:21])=[CH:18][N:17]=1.